Task: Predict which catalyst facilitates the given reaction.. Dataset: Catalyst prediction with 721,799 reactions and 888 catalyst types from USPTO Reactant: [C:1]([O:5][C:6]([N:8]1[CH2:13][CH2:12][CH:11](O)[CH2:10][CH2:9]1)=[O:7])([CH3:4])([CH3:3])[CH3:2].C1(P(C2C=CC=CC=2)C2C=CC=CC=2)C=CC=CC=1.[SH:34][C:35]1[N:39]([CH3:40])[N:38]=[N:37][N:36]=1.N(C(OC(C)C)=O)=NC(OC(C)C)=O. Product: [C:1]([O:5][C:6]([N:8]1[CH2:13][CH2:12][CH:11]([S:34][C:35]2[N:39]([CH3:40])[N:38]=[N:37][N:36]=2)[CH2:10][CH2:9]1)=[O:7])([CH3:4])([CH3:3])[CH3:2]. The catalyst class is: 56.